Dataset: Forward reaction prediction with 1.9M reactions from USPTO patents (1976-2016). Task: Predict the product of the given reaction. (1) Given the reactants [CH3:1][C:2]1([C:7]2[O:11][C:10]([CH2:12][N:13]3[CH:17]=[CH:16][C:15]([NH2:18])=[N:14]3)=[CH:9][CH:8]=2)[O:6]CCO1.[C:19]1([CH3:30])[CH:24]=[CH:23][CH:22]=[CH:21][C:20]=1/[CH:25]=[CH:26]/[C:27](O)=[O:28], predict the reaction product. The product is: [C:2]([C:7]1[O:11][C:10]([CH2:12][N:13]2[CH:17]=[CH:16][C:15]([NH:18][C:27](=[O:28])/[CH:26]=[CH:25]/[C:20]3[CH:21]=[CH:22][CH:23]=[CH:24][C:19]=3[CH3:30])=[N:14]2)=[CH:9][CH:8]=1)(=[O:6])[CH3:1]. (2) Given the reactants [N:1]([C@H:4]1[CH2:9][C@H:8]2[C@H:10]3[C@H:19]([CH2:20][CH2:21][C@:6]2([CH3:7])[CH2:5]1)[C:18]1[CH:17]=[CH:16][C:15]([O:22][CH3:23])=[CH:14][C:13]=1[CH2:12][CH2:11]3)=[N+]=[N-].[H-].[Al+3].[Li+].[H-].[H-].[H-].CCOCC.O.C(C(C(C([O-])=O)O)O)([O-])=O.[Na+].[Na+], predict the reaction product. The product is: [NH2:1][C@H:4]1[CH2:9][C@H:8]2[C@H:10]3[C@H:19]([CH2:20][CH2:21][C@:6]2([CH3:7])[CH2:5]1)[C:18]1[CH:17]=[CH:16][C:15]([O:22][CH3:23])=[CH:14][C:13]=1[CH2:12][CH2:11]3. (3) Given the reactants [CH3:1][NH:2][C:3]([C:5]1[S:6][CH:7]=[C:8]([CH3:19])[C:9]=1[NH:10][C:11]1[C:16]([Cl:17])=[CH:15][N:14]=[C:13]([Cl:18])[N:12]=1)=[O:4].C(Cl)Cl.[Br:23]N1C(=O)CCC1=O, predict the reaction product. The product is: [CH3:1][NH:2][C:3]([C:5]1[S:6][C:7]([Br:23])=[C:8]([CH3:19])[C:9]=1[NH:10][C:11]1[C:16]([Cl:17])=[CH:15][N:14]=[C:13]([Cl:18])[N:12]=1)=[O:4]. (4) Given the reactants [H-].[H-].[H-].[H-].[Li+].[Al+3].[CH3:7][O:8][C:9]1[CH:10]=[CH:11][C:12]2[C:16]([C:17](=[O:33])[C:18]3[CH:23]=[CH:22][C:21]([O:24][CH2:25][CH2:26][N:27]4[CH2:32][CH2:31][CH2:30][CH2:29][CH2:28]4)=[CH:20][CH:19]=3)=[C:15]([C:34]3[CH:41]=[CH:40][CH:39]=[CH:38][C:35]=3[CH:36]=O)[S:14][C:13]=2[CH:42]=1, predict the reaction product. The product is: [CH3:7][O:8][C:9]1[CH:10]=[CH:11][C:12]2[C:16]3[CH:17]([C:18]4[CH:19]=[CH:20][C:21]([O:24][CH2:25][CH2:26][N:27]5[CH2:28][CH2:29][CH2:30][CH2:31][CH2:32]5)=[CH:22][CH:23]=4)[O:33][CH2:36][C:35]4[CH:38]=[CH:39][CH:40]=[CH:41][C:34]=4[C:15]=3[S:14][C:13]=2[CH:42]=1. (5) Given the reactants [OH:1]C1C=C(O)C=CC=1CC(O)=O.[CH2:13]1[CH2:18][CH2:17][CH:16]([N:19]=[C:20]=[N:21][CH:22]2[CH2:27][CH2:26][CH2:25][CH2:24][CH2:23]2)[CH2:15][CH2:14]1, predict the reaction product. The product is: [CH:22]1([NH:21][C:20](=[O:1])[NH:19][CH:16]2[CH2:15][CH2:14][CH2:13][CH2:18][CH2:17]2)[CH2:27][CH2:26][CH2:25][CH2:24][CH2:23]1. (6) The product is: [CH2:48]([CH:55]1[CH2:13][CH2:12][N:11]([C:6]2[C:5]([Br:26])=[CH:4][N:3]=[C:2]([NH2:1])[C:7]=2[N+:8]([O-:10])=[O:9])[CH2:16][CH2:15]1)[C:49]1[CH:54]=[CH:53][CH:52]=[CH:51][CH:50]=1. Given the reactants [NH2:1][C:2]1[C:7]([N+:8]([O-:10])=[O:9])=[C:6]([N:11]2[CH2:16][CH2:15]N(CC(NC3SC=CN=3)=O)[CH2:13][CH2:12]2)[C:5]([Br:26])=[CH:4][N:3]=1.BrC1C(Cl)=C([N+]([O-])=O)C(N)=NC=1.CCN(C(C)C)C(C)C.[CH2:48]([CH:55]1CCNCC1)[C:49]1[CH:54]=[CH:53][CH:52]=[CH:51][CH:50]=1, predict the reaction product.